From a dataset of Catalyst prediction with 721,799 reactions and 888 catalyst types from USPTO. Predict which catalyst facilitates the given reaction. (1) Reactant: [CH2:1]([O:3][C:4]1[CH:5]=[C:6]([CH:10]=[CH:11][CH:12]=1)[C:7](Cl)=[O:8])[CH3:2].[Cl:13][C:14]1[CH:19]=[CH:18][C:17]([C:20]2[CH:24]=[C:23]([NH2:25])[O:22][N:21]=2)=[CH:16][CH:15]=1.CC(N(C)C)=O. Product: [Cl:13][C:14]1[CH:15]=[CH:16][C:17]([C:20]2[CH:24]=[C:23]([NH:25][C:7](=[O:8])[C:6]3[CH:10]=[CH:11][CH:12]=[C:4]([O:3][CH2:1][CH3:2])[CH:5]=3)[O:22][N:21]=2)=[CH:18][CH:19]=1. The catalyst class is: 10. (2) Product: [CH3:47][O:46][C:43]1[CH:44]=[CH:45][C:40]([CH2:39][N:15]2[C:16]3[CH:17]=[C:18]([O:24][S:25]([C:28]([F:31])([F:30])[F:29])(=[O:27])=[O:26])[CH:19]=[CH:20][C:21]=3[C:22]3[N:23]=[C:11]([C:7]4[CH:8]=[CH:9][CH:10]=[C:5]([C:4]([F:3])([F:36])[F:37])[CH:6]=4)[CH:12]=[C:13]([C:32]([O:34][CH3:35])=[O:33])[C:14]2=3)=[CH:41][CH:42]=1. Reactant: [H-].[Na+].[F:3][C:4]([F:37])([F:36])[C:5]1[CH:6]=[C:7]([C:11]2[CH:12]=[C:13]([C:32]([O:34][CH3:35])=[O:33])[C:14]3[NH:15][C:16]4[CH:17]=[C:18]([O:24][S:25]([C:28]([F:31])([F:30])[F:29])(=[O:27])=[O:26])[CH:19]=[CH:20][C:21]=4[C:22]=3[N:23]=2)[CH:8]=[CH:9][CH:10]=1.Br[CH2:39][C:40]1[CH:45]=[CH:44][C:43]([O:46][CH3:47])=[CH:42][CH:41]=1. The catalyst class is: 3.